Dataset: Forward reaction prediction with 1.9M reactions from USPTO patents (1976-2016). Task: Predict the product of the given reaction. (1) Given the reactants C[O:2][C:3](=[O:34])[CH:4]([CH2:24][CH:25]=[CH:26][CH2:27][P:28]([O:32][CH3:33])([O:30][CH3:31])=[O:29])[CH2:5][C:6]([CH3:23])=[CH:7][CH2:8][C:9]1[C:10]([OH:22])=[C:11]2[C:15](=[C:16]([CH3:20])[C:17]=1[O:18][CH3:19])[CH2:14][O:13][C:12]2=[O:21].O.CO.O[Li].O, predict the reaction product. The product is: [CH3:31][O:30][P:28]([CH2:27][CH:26]=[CH:25][CH2:24][CH:4]([CH2:5][C:6]([CH3:23])=[CH:7][CH2:8][C:9]1[C:10]([OH:22])=[C:11]2[C:15](=[C:16]([CH3:20])[C:17]=1[O:18][CH3:19])[CH2:14][O:13][C:12]2=[O:21])[C:3]([OH:34])=[O:2])([O:32][CH3:33])=[O:29]. (2) Given the reactants [CH:1]([C:4]1[CH:5]=[C:6]([C:12]([OH:14])=O)[O:7][C:8]=1[CH:9]([CH3:11])[CH3:10])([CH3:3])[CH3:2].[CH3:15][Li].[Cl-].[NH4+], predict the reaction product. The product is: [C:12]([C:6]1[O:7][C:8]([CH:9]([CH3:10])[CH3:11])=[C:4]([CH:1]([CH3:2])[CH3:3])[CH:5]=1)(=[O:14])[CH3:15]. (3) Given the reactants [ClH:1].[F:2][C:3]1[CH:8]=[C:7]([C:9]([F:12])([F:11])[F:10])[CH:6]=[CH:5][C:4]=1[C:13]1[CH:14]=[C:15]([CH:20]=[CH:21][N:22]=1)[C:16]([O:18][CH3:19])=[O:17], predict the reaction product. The product is: [ClH:1].[F:2][C:3]1[CH:8]=[C:7]([C:9]([F:12])([F:10])[F:11])[CH:6]=[CH:5][C:4]=1[CH:13]1[CH2:14][CH:15]([C:16]([O:18][CH3:19])=[O:17])[CH2:20][CH2:21][NH:22]1. (4) The product is: [CH:29]1([C:27]2[N:28]=[C:22]([CH:11]3[CH2:10][CH:9]([C:6]4[CH:7]=[CH:8][C:3]([CH2:1][CH3:2])=[CH:4][CH:5]=4)[CH2:14][N:13]([C:15]([N:17]4[CH2:18][CH:19]([OH:21])[CH2:20]4)=[O:16])[CH2:12]3)[O:23][N:26]=2)[CH2:31][CH2:30]1. Given the reactants [CH2:1]([C:3]1[CH:8]=[CH:7][C:6]([CH:9]2[CH2:14][N:13]([C:15]([N:17]3[CH2:20][CH:19]([OH:21])[CH2:18]3)=[O:16])[CH2:12][CH:11]([C:22](O)=[O:23])[CH2:10]2)=[CH:5][CH:4]=1)[CH3:2].O[N:26]=[C:27]([CH:29]1[CH2:31][CH2:30]1)[NH2:28], predict the reaction product. (5) Given the reactants [H-].[Na+].[F:3][C:4]([F:20])([F:19])[C:5]1[CH:6]=[C:7]2[C:11](=[CH:12][CH:13]=1)[NH:10][C:9]([C:14]([O:16][CH2:17][CH3:18])=[O:15])=[CH:8]2.Cl[CH2:22][C:23]1[S:24][CH:25]=[CH:26][N:27]=1, predict the reaction product. The product is: [F:20][C:4]([F:19])([F:3])[C:5]1[CH:6]=[C:7]2[C:11](=[CH:12][CH:13]=1)[N:10]([CH2:22][C:23]1[S:24][CH:25]=[CH:26][N:27]=1)[C:9]([C:14]([O:16][CH2:17][CH3:18])=[O:15])=[CH:8]2.